This data is from Full USPTO retrosynthesis dataset with 1.9M reactions from patents (1976-2016). The task is: Predict the reactants needed to synthesize the given product. (1) Given the product [C:19]([Si:23]([CH3:25])([CH3:24])[O:18][CH:9]([CH2:8][C:4]1[CH:5]=[CH:6][CH:7]=[C:2]([F:1])[CH:3]=1)[CH2:10][CH2:11][CH:12]1[NH:16][C:15](=[O:17])[CH2:14][CH2:13]1)([CH3:22])([CH3:21])[CH3:20], predict the reactants needed to synthesize it. The reactants are: [F:1][C:2]1[CH:3]=[C:4]([CH2:8][CH:9]([OH:18])[CH2:10][CH2:11][CH:12]2[NH:16][C:15](=[O:17])[CH2:14][CH2:13]2)[CH:5]=[CH:6][CH:7]=1.[C:19]([Si:23](Cl)([CH3:25])[CH3:24])([CH3:22])([CH3:21])[CH3:20]. (2) The reactants are: ClC1C=C(C=CC=1Cl)C([NH:7][CH2:8][C:9]([NH:11][C@@H:12]1[CH2:16][CH2:15][N:14]([CH:17]2[CH2:22][CH2:21][N:20]([C:23]3[CH:28]=[CH:27][C:26]([O:29][CH3:30])=[CH:25][CH:24]=3)[CH2:19][CH2:18]2)[CH2:13]1)=[O:10])=O.ClC1C=C(C=CC=1Cl)C(Cl)=[O:40]. Given the product [NH2:7][CH2:8][C:9]([NH:11][C@@H:12]1[CH2:16][CH2:15][N:14]([CH:17]2[CH2:18][CH2:19][O:40][CH2:21][CH2:22]2)[CH2:13]1)=[O:10].[NH2:7][CH2:8][C:9]([NH:11][C@@H:12]1[CH2:16][CH2:15][N:14]([CH:17]2[CH2:22][CH2:21][N:20]([C:23]3[CH:24]=[CH:25][C:26]([O:29][CH3:30])=[CH:27][CH:28]=3)[CH2:19][CH2:18]2)[CH2:13]1)=[O:10], predict the reactants needed to synthesize it. (3) Given the product [CH3:43][S:40]([CH2:39][CH2:38][N:26]1[CH2:27][CH2:28][C:22]2[CH:21]=[C:20]([NH:19][C:17]3[N:18]=[C:14]4[CH:13]=[CH:12][CH:11]=[C:10]([C:5]5[CH:6]=[CH:7][CH:8]=[CH:9][C:4]=5[CH2:3][O:2][CH3:1])[N:15]4[N:16]=3)[CH:30]=[CH:29][C:23]=2[CH2:24][CH2:25]1)(=[O:42])=[O:41], predict the reactants needed to synthesize it. The reactants are: [CH3:1][O:2][CH2:3][C:4]1[CH:9]=[CH:8][CH:7]=[CH:6][C:5]=1[C:10]1[N:15]2[N:16]=[C:17]([NH:19][C:20]3[CH:30]=[CH:29][C:23]4[CH2:24][CH2:25][NH:26][CH2:27][CH2:28][C:22]=4[CH:21]=3)[N:18]=[C:14]2[CH:13]=[CH:12][CH:11]=1.C(=O)([O-])[O-].[K+].[K+].Cl[CH2:38][CH2:39][S:40]([CH3:43])(=[O:42])=[O:41].[I-].[Na+].